Dataset: Experimentally validated miRNA-target interactions with 360,000+ pairs, plus equal number of negative samples. Task: Binary Classification. Given a miRNA mature sequence and a target amino acid sequence, predict their likelihood of interaction. (1) The miRNA is hsa-miR-621 with sequence GGCUAGCAACAGCGCUUACCU. The protein sequence of the target gene is MLQMAGQCSQNEYFDSLLHACIPCQLRCSSNTPPLTCQRYCNASVTNSVKGTNAILWTCLGLSLIISLAVFVLMFLLRKINSEPLKDEFKNTGSGLLGMANIDLEKSRTGDEIILPRGLEYTVEECTCEDCIKSKPKVDSDHCFPLPAMEEGATILVTTKTNDYCKSLPAALSATEIEKSISAR. Result: 0 (no interaction). (2) The miRNA is hsa-miR-6506-5p with sequence ACUGGGAUGUCACUGAAUAUGGU. The protein sequence of the target gene is MVSHFMGSLSVLCFLLLLGFQFVCPQPSTQHRKVPQRMAAEGAPEDDGGGGAPGVWGAWGPWSACSRSCSGGVMEQTRPCLPRSYRLRGGQRPGAPARAFADHVVSAVRTSVPLHRSRDETPALAGTDASRQGPTVLRGSRHPQPQGLEVTGDRRSRTRGTIGPGKYGYGKAPYILPLQTDTAHTPQRLRRQKLSSRHSRSQGASSARHGYSSPAHQVPQHGPLYQSDSGPRSGLQAAEAPIYQLPLTHDQGYPAASSLFHSPETSNNHGVGTHGATQSFSQPARSTAISCIGAYRQYKL.... Result: 1 (interaction). (3) The miRNA is hsa-miR-1287-5p with sequence UGCUGGAUCAGUGGUUCGAGUC. The protein sequence of the target gene is MAELGELKHMVMSFRVSELQVLLGFAGRNKSGRKHELLAKALHLLKSSCAPSVQMKIKELYRRRFPRKTLGPSDLSLLSLPPGTSPVGSPGPLAPIPPTLLAPGTLLGPKREVDMHPPLPQPVHPDVTMKPLPFYEVYGELIRPTTLASTSSQRFEEAHFTFALTPQQVQQILTSREVLPGAKCDYTIQVQLRFCLCETSCPQEDYFPPNLFVKVNGKLCPLPGYLPPTKNGAEPKRPSRPINITPLARLSATVPNTIVVNWSSEFGRNYSLSVYLVRQLTAGTLLQKLRAKGIRNPDHS.... Result: 0 (no interaction). (4) The miRNA is mmu-miR-351-5p with sequence UCCCUGAGGAGCCCUUUGAGCCUG. The protein sequence of the target gene is MAKPAQGAKYRGSIHDFPGFDPNQDAEALYTAMKGFGSDKEAILDIITSRSNRQRQEVCQSYKSLYGKDLIADLKYELTGKFERLIVGLMRPPAYCDAKEIKDAISGIGTDEKCLIEILASRTNEQMHQLVAAYKDAYERDLEADIIGDTSGHFQKMLVVLLQGTREEDDVVSEDLVQQDVQDLYEAGELKWGTDEAQFIYILGNRSKQHLRLVFDEYLKTTGKPIEASIRGELSGDFEKLMLAVVKCIRSTPEYFAERLFKAMKGLGTRDNTLIRIMVSRSELDMLDIREIFRTKYEKS.... Result: 0 (no interaction). (5) The miRNA is hsa-miR-4632-5p with sequence GAGGGCAGCGUGGGUGUGGCGGA. The protein sequence of the target gene is MKILLVFDFDNTIIDDNSDTWIVQCAPNKKLPIELRDSYRKGFWTEFMGRVFKYLGDKGVREHEMKRAVTSLPFTPGMVELFNFIRKNKDKFDCIIISDSNSVFIDWVLEAASFHDIFDKVFTNPAAFNSNGHLTVENYHTHSCNRCPKNLCKKVVLIEFVDKQLQQGVNYTQIVYIGDGGNDVCPVTFLKNDDVAMPRKGYTLQKTLSRMSQNLEPMEYSVVVWSSGVDIISHLQFLIKD. Result: 0 (no interaction). (6) The miRNA is hsa-miR-541-5p with sequence AAAGGAUUCUGCUGUCGGUCCCACU. The protein sequence of the target gene is MAALSKSIPHNCYEIGHTWHPSCRVSFLQITGGALEESLKIYAPLYLIAAILRKRKLDYYLHKLLPEILQSASFLTANGALYMAFFCILRKILGKFYSWTPGFGAALPASYVAILIERKSRRGLLTIYMANLATETLFRMGVARGTITTLRNGEVLLFCITAAMYMFFFRCKDGLKGFTFSALRFIVGKEEIPTHSFSPEAAYAKVEQKREQHEEKPGRMNMIGLVRKFVDSICKHGPRHRCCKHYEDNCISYCIKGFIRMFSVGYLIQCCLRIPSAFRHLFTQPSRLLSLFYNKENFQL.... Result: 1 (interaction). (7) The miRNA is mmu-miR-5119 with sequence CAUCUCAUCCUGGGGCUGG. The protein sequence of the target gene is MVGFGANRRAGRLPSFVLVVLLVVIVVLAFNYWSISSRHVLLQEEVAELQGQVQRTEVARGRLEKRNSDLLLLVDTHKKQIDQKEADYGRLSSRLQAKEGLGKRCEDDKVKLQNNISYQMADIHHLKEQLAELRQEFLRQEDQLQDYRKNNTYLVKRLEYESFQCGQQIKELRAQHEENIKKLADQFLQEQKETHKIQSNDGKELGRNDHGAPKNIPNVPENDANKNEDPSSNHLPHGKEQLKRVGDAGMPGVEENDLAKVDELPAALKKPPVLASQHESHQTISHLPTGQPLSPNMAPG.... Result: 1 (interaction). (8) The miRNA is hsa-miR-6861-3p with sequence UGGACCUCUCCUCCCCAG. The protein sequence of the target gene is MANTTGEPEEVSGALSLPSASAYVKLVLLGLIMCVSLAGNAILSLLVLKERALHKAPYYFLLDLCLADGIRSAICFPFVLASVRHGSSWTFSALSCKIVAFMAVLFCFHAAFMLFCISVTRYMAIAHHRFYAKRMTLWTCAAVICMAWTLSVAMAFPPVFDVGTYKFIREEDQCIFEHRYFKANDTLGFMLMLAVLMAATHAVYGKLLLFEYRHRKMKPVQMVPAISQNWTFHGPGATGQAAANWIAGFGRGPMPPTLLGIRQNGHAASRRLLGMDEVKGEKQLGRMFYAITLLFLLLWS.... Result: 0 (no interaction). (9) The miRNA is hsa-miR-4737 with sequence AUGCGAGGAUGCUGACAGUG. The protein sequence of the target gene is MAAQGVGPGPGSAAPPGLEAARQKLALRRKKVLSTEEMELYELAQAAGGGIDPDVFKILVDLLKLNVAPLAVFQMLKSMCAGQRLASEPQDPAAVSLPTSSVPETRGRDKGSAALGGVLALAERSNHEGSSQRMPRQPSATRLPKGGGPGKSPTQGST. Result: 0 (no interaction).